This data is from Forward reaction prediction with 1.9M reactions from USPTO patents (1976-2016). The task is: Predict the product of the given reaction. Given the reactants [H-].[Na+].[CH3:3][C:4]1[C:9]([NH2:10])=[CH:8][CH:7]=[CH:6][C:5]=1[C:11](=O)[CH3:12].[CH2:14](Cl)Cl.O, predict the reaction product. The product is: [C:11]([C:5]1[C:4]([CH3:3])=[C:9]([CH:8]=[CH:7][CH:6]=1)[NH2:10])([CH3:12])=[CH2:14].